Dataset: Catalyst prediction with 721,799 reactions and 888 catalyst types from USPTO. Task: Predict which catalyst facilitates the given reaction. (1) Reactant: [C:1]([C:4]1[CH:5]=[C:6]([N:10]2[CH2:15][CH2:14][N:13](C(OC(C)(C)C)=O)[CH2:12][CH2:11]2)[CH:7]=[CH:8][CH:9]=1)(=[O:3])[NH2:2].Cl. Product: [N:10]1([C:6]2[CH:5]=[C:4]([CH:9]=[CH:8][CH:7]=2)[C:1]([NH2:2])=[O:3])[CH2:11][CH2:12][NH:13][CH2:14][CH2:15]1. The catalyst class is: 12. (2) Reactant: [CH3:1][O:2][C:3]1[CH:12]=[C:11]2[C:6]([CH2:7][CH2:8][C:9]([N:13]3[CH2:17][CH2:16][CH2:15][CH2:14]3)=[CH:10]2)=[CH:5][CH:4]=1.[CH:18]1[CH:23]=[CH:22][C:21]([CH2:24][Br:25])=[CH:20][CH:19]=1. Product: [Br-:25].[CH2:24]([CH:10]1[C:11]2[C:6](=[CH:5][CH:4]=[C:3]([O:2][CH3:1])[CH:12]=2)[CH2:7][CH2:8][C:9]1=[N+:13]1[CH2:17][CH2:16][CH2:15][CH2:14]1)[C:21]1[CH:22]=[CH:23][CH:18]=[CH:19][CH:20]=1. The catalyst class is: 23. (3) Reactant: [CH3:1][O:2][C:3](=[O:15])[C:4]1[CH:9]=[C:8](I)[C:7]([CH:11]([F:13])[F:12])=[CH:6][C:5]=1[NH2:14].[CH2:16]([N:18]1[C:22]([Sn](CCCC)(CCCC)CCCC)=[CH:21][CH:20]=[N:19]1)[CH3:17]. Product: [CH3:1][O:2][C:3](=[O:15])[C:4]1[CH:9]=[C:8]([C:22]2[N:18]([CH2:16][CH3:17])[N:19]=[CH:20][CH:21]=2)[C:7]([CH:11]([F:13])[F:12])=[CH:6][C:5]=1[NH2:14]. The catalyst class is: 75. (4) Reactant: [NH2:1][CH2:2][CH2:3][CH2:4][C@@H:5]([CH2:9][C:10]1[N:11]=[CH:12][N:13]2[C:22]3[C:17](=[CH:18][CH:19]=[CH:20][CH:21]=3)[CH2:16][CH2:15][C:14]=12)[C:6]([OH:8])=[O:7].[C:23](=O)([O:36]C1C=CC([N+]([O-])=O)=CC=1)[O:24][CH2:25][C:26]1[O:27][C:28](=[O:35])[O:29][C:30]=1[C:31]([CH3:34])([CH3:33])[CH3:32].C1(C)C=CC=CC=1. Product: [C:31]([C:30]1[O:29][C:28](=[O:35])[O:27][C:26]=1[CH2:25][O:24][C:23]([NH:1][CH2:2][CH2:3][CH2:4][C@@H:5]([CH2:9][C:10]1[N:11]=[CH:12][N:13]2[C:22]3[C:17](=[CH:18][CH:19]=[CH:20][CH:21]=3)[CH2:16][CH2:15][C:14]=12)[C:6]([OH:8])=[O:7])=[O:36])([CH3:34])([CH3:32])[CH3:33]. The catalyst class is: 9. (5) Reactant: [Cl:1][C:2]1[CH:3]=[C:4]([CH:25]=[CH:26][CH:27]=1)[O:5][CH2:6][C:7]([NH:9][CH:10]1[CH2:15][CH2:14][C:13]([N:22]([CH3:24])[CH3:23])([C:16]2[CH:21]=[CH:20][CH:19]=[CH:18][CH:17]=2)[CH2:12][CH2:11]1)=[O:8].O.Cl[Si](C)(C)C. Product: [ClH:1].[Cl:1][C:2]1[CH:3]=[C:4]([CH:25]=[CH:26][CH:27]=1)[O:5][CH2:6][C:7]([NH:9][CH:10]1[CH2:15][CH2:14][C:13]([N:22]([CH3:24])[CH3:23])([C:16]2[CH:17]=[CH:18][CH:19]=[CH:20][CH:21]=2)[CH2:12][CH2:11]1)=[O:8]. The catalyst class is: 13. (6) Reactant: [CH3:1][NH:2][CH3:3].[CH:4]([N:17]1[CH2:20][CH:19](CS([O-])(=O)=O)[CH2:18]1)([C:11]1[CH:16]=[CH:15][CH:14]=[CH:13][CH:12]=1)[C:5]1[CH:10]=[CH:9][CH:8]=[CH:7][CH:6]=1. Product: [CH:4]([N:17]1[CH2:20][CH:19]([N:2]([CH3:3])[CH3:1])[CH2:18]1)([C:11]1[CH:16]=[CH:15][CH:14]=[CH:13][CH:12]=1)[C:5]1[CH:10]=[CH:9][CH:8]=[CH:7][CH:6]=1. The catalyst class is: 23.